From a dataset of Full USPTO retrosynthesis dataset with 1.9M reactions from patents (1976-2016). Predict the reactants needed to synthesize the given product. (1) Given the product [CH3:20][O:19][C:5]1[CH:4]=[C:3]([CH2:1][NH:30][CH2:29][CH2:28][CH:25]2[CH2:26][CH2:27][CH:22]([CH3:21])[CH2:23][CH2:24]2)[CH:18]=[CH:17][C:6]=1[O:7][C:8]1[CH:16]=[CH:15][C:11]([C:12]([NH2:14])=[O:13])=[CH:10][N:9]=1, predict the reactants needed to synthesize it. The reactants are: [CH:1]([C:3]1[CH:18]=[CH:17][C:6]([O:7][C:8]2[CH:16]=[CH:15][C:11]([C:12]([NH2:14])=[O:13])=[CH:10][N:9]=2)=[C:5]([O:19][CH3:20])[CH:4]=1)=O.[CH3:21][CH:22]1[CH2:27][CH2:26][CH:25]([CH2:28][CH2:29][NH2:30])[CH2:24][CH2:23]1.[BH4-].[Na+]. (2) The reactants are: [F:1][C:2]1[CH:3]=[C:4]2[C:8](=[C:9]([C:11](O)=[O:12])[CH:10]=1)[N:7]([CH2:14][C:15]1[CH:20]=[CH:19][C:18]([C:21]([F:24])([F:23])[F:22])=[CH:17][CH:16]=1)[CH:6]=[CH:5]2.CN(C(ON1N=NC2C=CC=NC1=2)=[N+](C)C)C.F[P-](F)(F)(F)(F)F.CS([O-])(=O)=O.[CH3:54][O:55][C:56]([C:58]1[CH:63]=[CH:62][C:61]([C:64]2([NH3+:67])[CH2:66][CH2:65]2)=[CH:60][CH:59]=1)=[O:57].CCN(C(C)C)C(C)C.C([O-])(O)=O.[Na+]. Given the product [F:1][C:2]1[CH:3]=[C:4]2[C:8](=[C:9]([C:11]([NH:67][C:64]3([C:61]4[CH:62]=[CH:63][C:58]([C:56]([O:55][CH3:54])=[O:57])=[CH:59][CH:60]=4)[CH2:66][CH2:65]3)=[O:12])[CH:10]=1)[N:7]([CH2:14][C:15]1[CH:20]=[CH:19][C:18]([C:21]([F:24])([F:23])[F:22])=[CH:17][CH:16]=1)[CH:6]=[CH:5]2, predict the reactants needed to synthesize it.